This data is from Volume of distribution at steady state (VDss) regression data from Lombardo et al.. The task is: Regression/Classification. Given a drug SMILES string, predict its absorption, distribution, metabolism, or excretion properties. Task type varies by dataset: regression for continuous measurements (e.g., permeability, clearance, half-life) or binary classification for categorical outcomes (e.g., BBB penetration, CYP inhibition). For this dataset (vdss_lombardo), we predict log10(VDss) (log10 of volume of distribution in L/kg). (1) The molecule is CO/N=C1/CN(c2nc3c(cc2F)c(=O)c(C(=O)[O-])cn3C2CC2)CC1C[NH3+]. The log10(VDss) is 0.550. (2) The compound is COC1(NC(=O)C2SC(=C(C(N)=O)C(=O)[O-])S2)C(=O)N2C(C(=O)[O-])=C(CSc3nnnn3C)CSC21. The log10(VDss) is -0.890. (3) The molecule is C=CC[N+]1(C2CC3C4CCC5CC(O)C([NH+]6CCOCC6)CC5(C)C4CCC3(C)C2OC(C)=O)CCCC1. The log10(VDss) is -0.680. (4) The compound is C[NH+]1CCCC(n2nc(Cc3ccc(Cl)cc3)c3ccccc3c2=O)CC1. The log10(VDss) is 1.18. (5) The drug is Nc1nc(NC2CC2)c2ncn(C3C=CC(CO)C3)c2n1. The log10(VDss) is -0.0800. (6) The drug is O=C([O-])C1=C(CSc2nnnn2CS(=O)(=O)[O-])CSC2C(NC(=O)C(O)c3ccccc3)C(=O)N12. The log10(VDss) is -0.850. (7) The molecule is CC(O)C1C(=O)N2C(C(=O)[O-])=C(COC(N)=O)SC12. The log10(VDss) is -0.620. (8) The log10(VDss) is -0.680. The drug is [NH3+]C1(C(=O)[O-])CS(=O)(=O)C2C(C(=O)[O-])C21. (9) The molecule is CC12C=CC(=O)C=C1CCC1C2C(=O)CC2(C)C1CCC2(O)C(=O)CO. The log10(VDss) is -0.240.